From a dataset of Forward reaction prediction with 1.9M reactions from USPTO patents (1976-2016). Predict the product of the given reaction. (1) The product is: [N:19]1([C:2]2[N:7]=[CH:6][C:5]([C:8]3[NH:9][C:10]4[C:15]([CH:16]=3)=[CH:14][C:13]([O:17][CH3:18])=[CH:12][CH:11]=4)=[CH:4][CH:3]=2)[CH:23]=[CH:22][N:21]=[CH:20]1. Given the reactants F[C:2]1[N:7]=[CH:6][C:5]([C:8]2[NH:9][C:10]3[C:15]([CH:16]=2)=[CH:14][C:13]([O:17][CH3:18])=[CH:12][CH:11]=3)=[CH:4][CH:3]=1.[NH:19]1[CH:23]=[CH:22][N:21]=[CH:20]1.C([O-])([O-])=O.[Cs+].[Cs+], predict the reaction product. (2) Given the reactants Br[C:2]1[C:7]([C:8]([F:11])([F:10])[F:9])=[CH:6][C:5]([NH:12][C:13]2[N:17]=[C:16]([NH2:18])[NH:15][N:14]=2)=[CH:4][C:3]=1[Cl:19].[F:20][C:21]([F:45])([F:44])[C:22]([NH:25][S:26]([C:29]1[CH:34]=[CH:33][C:32](B2OC(C)(C)C(C)(C)O2)=[CH:31][N:30]=1)(=[O:28])=[O:27])([CH3:24])[CH3:23].C(=O)([O-])[O-].[K+].[K+], predict the reaction product. The product is: [F:45][C:21]([F:20])([F:44])[C:22]([NH:25][S:26]([C:29]1[CH:34]=[CH:33][C:32]([C:2]2[C:7]([C:8]([F:11])([F:10])[F:9])=[CH:6][C:5]([NH:12][C:13]3[N:17]=[C:16]([NH2:18])[NH:15][N:14]=3)=[CH:4][C:3]=2[Cl:19])=[CH:31][N:30]=1)(=[O:27])=[O:28])([CH3:24])[CH3:23].